From a dataset of Catalyst prediction with 721,799 reactions and 888 catalyst types from USPTO. Predict which catalyst facilitates the given reaction. (1) Reactant: [C:1]([O:4][CH2:5][C@@H:6]1[C@@H:11]([O:12][C:13](=[O:15])[CH3:14])[C@H:10]([O:16][C:17](=[O:19])[CH3:18])[C@@H:9]([O:20][C:21](=[O:23])[CH3:22])[C@H:8]([N:24]2[C:32]3[C:27](=[C:28]([CH3:33])[CH:29]=[CH:30][CH:31]=3)[C:26]([CH2:34][C:35]3[CH:40]=[CH:39][C:38](/[CH:41]=[CH:42]/[CH2:43][CH2:44][OH:45])=[CH:37][CH:36]=3)=[CH:25]2)[O:7]1)(=[O:3])[CH3:2].C(N(CC)CC)C.[CH3:53][S:54](Cl)(=[O:56])=[O:55]. Product: [C:1]([O:4][CH2:5][C@@H:6]1[C@@H:11]([O:12][C:13](=[O:15])[CH3:14])[C@H:10]([O:16][C:17](=[O:19])[CH3:18])[C@@H:9]([O:20][C:21](=[O:23])[CH3:22])[C@H:8]([N:24]2[C:32]3[C:27](=[C:28]([CH3:33])[CH:29]=[CH:30][CH:31]=3)[C:26]([CH2:34][C:35]3[CH:36]=[CH:37][C:38](/[CH:41]=[CH:42]/[CH2:43][CH2:44][O:45][S:54]([CH3:53])(=[O:56])=[O:55])=[CH:39][CH:40]=3)=[CH:25]2)[O:7]1)(=[O:3])[CH3:2]. The catalyst class is: 4. (2) Reactant: Cl.Cl.[CH2:3]([N:10]1[CH2:17][CH:16]2[O:18][CH:12]([CH2:13][NH:14][CH2:15]2)[CH2:11]1)[C:4]1[CH:9]=[CH:8][CH:7]=[CH:6][CH:5]=1.[OH-].[Na+]. Product: [CH2:3]([N:10]1[CH2:17][CH:16]2[O:18][CH:12]([CH2:13][NH:14][CH2:15]2)[CH2:11]1)[C:4]1[CH:5]=[CH:6][CH:7]=[CH:8][CH:9]=1. The catalyst class is: 11. (3) Reactant: [Cl:1][C:2]1[CH:24]=[CH:23][C:5]([CH2:6][C:7]2[N:8]=[C:9]([C:17]3[CH:22]=[CH:21][N:20]=[CH:19][CH:18]=3)[S:10][C:11]=2[C:12]([O:14][CH2:15]C)=[O:13])=[CH:4][CH:3]=1.C1C=C(Cl)C=C(C(OO)=[O:33])C=1.C(Cl)Cl.C(=O)(O)[O-].[Na+]. Product: [Cl:1][C:2]1[CH:24]=[CH:23][C:5]([CH2:6][C:7]2[N:8]=[C:9]([C:17]3[CH:22]=[CH:21][N+:20]([O-:33])=[CH:19][CH:18]=3)[S:10][C:11]=2[C:12]([O:14][CH3:15])=[O:13])=[CH:4][CH:3]=1. The catalyst class is: 3. (4) The catalyst class is: 11. Reactant: S(Cl)([Cl:3])=O.[CH:5]1([CH2:8][O:9][C:10]2[CH:11]=[C:12]([CH:16]=[CH:17][C:18]=2[O:19][CH:20]([F:22])[F:21])[C:13](O)=[O:14])[CH2:7][CH2:6]1. Product: [CH:5]1([CH2:8][O:9][C:10]2[CH:11]=[C:12]([CH:16]=[CH:17][C:18]=2[O:19][CH:20]([F:22])[F:21])[C:13]([Cl:3])=[O:14])[CH2:7][CH2:6]1. (5) Reactant: [F:1][C:2]1[CH:3]=[CH:4][C:5]([CH3:19])=[C:6]([C:8]2[CH:17]=[C:16]3[C:11]([CH:12]=[C:13]([NH2:18])[N:14]=[CH:15]3)=[CH:10][CH:9]=2)[CH:7]=1.[C:20](Cl)(=[O:22])[CH3:21].O. Product: [F:1][C:2]1[CH:3]=[CH:4][C:5]([CH3:19])=[C:6]([C:8]2[CH:17]=[C:16]3[C:11]([CH:12]=[C:13]([NH:18][C:20](=[O:22])[CH3:21])[N:14]=[CH:15]3)=[CH:10][CH:9]=2)[CH:7]=1. The catalyst class is: 17. (6) Reactant: [CH3:1][O:2][C:3]1[C:8]([N+:9]([O-:11])=[O:10])=[CH:7][CH:6]=[CH:5][N:4]=1.Cl[CH2:13][P:14](=[O:21])([O:18][CH2:19][CH3:20])[O:15][CH2:16][CH3:17].CC(C)([O-])C.[K+]. Product: [CH2:16]([O:15][P:14]([CH2:13][C:5]1[CH:6]=[CH:7][C:8]([N+:9]([O-:11])=[O:10])=[C:3]([O:2][CH3:1])[N:4]=1)(=[O:21])[O:18][CH2:19][CH3:20])[CH3:17]. The catalyst class is: 16.